This data is from Reaction yield outcomes from USPTO patents with 853,638 reactions. The task is: Predict the reaction yield, written as a fraction of the theoretical maximum amount of product (1.0 means a 100% yield; for example, 0.34 means a 34% yield). (1) The reactants are [CH:1]1[C:10]2[C:5](=[CH:6][CH:7]=[CH:8][CH:9]=2)[CH:4]=[CH:3][C:2]=1[S:11]([CH:14]1[CH2:19][CH2:18][NH:17][CH2:16][CH2:15]1)(=[O:13])=[O:12].Cl[C:21]1[C:30]2[C:25](=[CH:26][CH:27]=[CH:28][CH:29]=2)[CH:24]=[CH:23][N:22]=1. No catalyst specified. The product is [CH:1]1[C:10]2[C:5](=[CH:6][CH:7]=[CH:8][CH:9]=2)[CH:4]=[CH:3][C:2]=1[S:11]([CH:14]1[CH2:19][CH2:18][N:17]([C:21]2[C:30]3[C:25](=[CH:26][CH:27]=[CH:28][CH:29]=3)[CH:24]=[CH:23][N:22]=2)[CH2:16][CH2:15]1)(=[O:12])=[O:13]. The yield is 0.310. (2) The reactants are C(OC([N:8]1[CH2:13][CH2:12][C@@H:11]([NH:14][S:15]([CH:18]([CH3:20])[CH3:19])(=[O:17])=[O:16])[C@H:10]([C:21]2[CH:26]=[CH:25][C:24]([C:27]3[CH:32]=[CH:31][C:30]([C:33]#[N:34])=[CH:29][CH:28]=3)=[CH:23][CH:22]=2)[CH2:9]1)=O)(C)(C)C.C(O)(C(F)(F)F)=O. The catalyst is C(Cl)Cl. The product is [C:33]([C:30]1[CH:31]=[CH:32][C:27]([C:24]2[CH:23]=[CH:22][C:21]([C@H:10]3[C@H:11]([NH:14][S:15]([CH:18]([CH3:20])[CH3:19])(=[O:17])=[O:16])[CH2:12][CH2:13][NH:8][CH2:9]3)=[CH:26][CH:25]=2)=[CH:28][CH:29]=1)#[N:34]. The yield is 0.950.